This data is from Forward reaction prediction with 1.9M reactions from USPTO patents (1976-2016). The task is: Predict the product of the given reaction. (1) Given the reactants [F:1][C:2]1[C:7]([F:8])=[CH:6][CH:5]=[CH:4][C:3]=1[C:9]1[CH:14]=[CH:13][N:12]=[C:11]([N:15]2[CH2:20][CH2:19][NH:18][CH2:17][CH2:16]2)[CH:10]=1.C(N(CC)C(C)C)(C)C.[CH3:30][C:31]1[C:35]([CH3:36])=[C:34]([NH:37][C:38](=O)[O:39]CC(Cl)(Cl)Cl)[O:33][N:32]=1.O, predict the reaction product. The product is: [F:1][C:2]1[C:7]([F:8])=[CH:6][CH:5]=[CH:4][C:3]=1[C:9]1[CH:14]=[CH:13][N:12]=[C:11]([N:15]2[CH2:20][CH2:19][N:18]([C:38]([NH:37][C:34]3[O:33][N:32]=[C:31]([CH3:30])[C:35]=3[CH3:36])=[O:39])[CH2:17][CH2:16]2)[CH:10]=1. (2) The product is: [O:26]1[C:27]2[CH:33]=[CH:32][CH:31]=[CH:30][C:28]=2[N:29]=[C:25]1[N:19]1[CH2:20][CH2:21][N:22]([C:7]([C:6]2[CH:10]=[C:11]([S:14]([CH3:17])(=[O:16])=[O:15])[CH:12]=[CH:13][C:5]=2[O:4][CH:1]([CH3:2])[CH3:3])=[O:9])[CH2:23][CH2:24]1. Given the reactants [CH:1]([O:4][C:5]1[CH:13]=[CH:12][C:11]([S:14]([CH3:17])(=[O:16])=[O:15])=[CH:10][C:6]=1[C:7]([OH:9])=O)([CH3:3])[CH3:2].Cl.[N:19]1([C:25]2[O:26][C:27]3[CH:33]=[CH:32][CH:31]=[CH:30][C:28]=3[N:29]=2)[CH2:24][CH2:23][NH:22][CH2:21][CH2:20]1, predict the reaction product. (3) Given the reactants [Br:1][C:2]1[CH:6]=[C:5](Br)[S:4][C:3]=1[CH3:8].[F:9][C:10]([F:21])([F:20])[C:11]1[CH:12]=[C:13](B(O)O)[CH:14]=[CH:15][CH:16]=1.C(=O)([O-])[O-].[Cs+].[Cs+].O1CCCC1, predict the reaction product. The product is: [Br:1][C:2]1[CH:6]=[C:5]([C:15]2[CH:14]=[CH:13][CH:12]=[C:11]([C:10]([F:21])([F:20])[F:9])[CH:16]=2)[S:4][C:3]=1[CH3:8]. (4) Given the reactants [CH3:1][C:2]1[C:3]([O:8][C:9]2[CH:10]=[C:11]([CH2:15]O)[CH:12]=[CH:13][CH:14]=2)=[N:4][CH:5]=[CH:6][CH:7]=1.S(Cl)([Cl:19])=O.C(=O)(O)[O-].[Na+], predict the reaction product. The product is: [Cl:19][CH2:15][C:11]1[CH:10]=[C:9]([CH:14]=[CH:13][CH:12]=1)[O:8][C:3]1[C:2]([CH3:1])=[CH:7][CH:6]=[CH:5][N:4]=1. (5) The product is: [C:1]1([C:11]([N:13]2[CH2:18][CH2:17][N:16]([CH2:19][CH:20]=[O:21])[CH2:15][CH2:14]2)=[O:12])[C:10]2[C:5](=[CH:6][CH:7]=[CH:8][CH:9]=2)[CH:4]=[CH:3][CH:2]=1. Given the reactants [C:1]1([C:11]([N:13]2[CH2:18][CH2:17][N:16]([CH2:19][CH2:20][OH:21])[CH2:15][CH2:14]2)=[O:12])[C:10]2[C:5](=[CH:6][CH:7]=[CH:8][CH:9]=2)[CH:4]=[CH:3][CH:2]=1.O=CCCCNC(=O)C1C=CC=CC=1, predict the reaction product. (6) Given the reactants NC1C=C(N2CCN(C)CC2)C=CC=1N.[CH3:16][O:17][C:18]1[C:23]([C:24]2[CH:48]=[CH:47][C:27]3NC(C4NC5C=CC(N6CCN(C)CC6)=CC=5N=4)=N[C:26]=3[CH:25]=2)=[CH:22][CH:21]=[CH:20][N:19]=1.[C:49](=O)([O-])[O-:50].[Na+].[Na+].C[O:56]CCOC, predict the reaction product. The product is: [OH:56][C:26]1[CH:25]=[C:24]([C:23]2[C:18]([O:17][CH3:16])=[N:19][CH:20]=[CH:21][CH:22]=2)[CH:48]=[CH:47][C:27]=1[CH:49]=[O:50]. (7) Given the reactants [Cl:1][C:2]1[CH:3]=[CH:4][C:5]2[O:14][C:13]3[CH:15]=[CH:16][CH:17]=[CH:18][C:12]=3[C:11]3[C:7](=[C:8]([CH2:19][OH:20])[S:9][CH:10]=3)[C:6]=2[CH:21]=1.Cl.Cl[CH2:24][CH2:25][CH2:26][NH2:27], predict the reaction product. The product is: [Cl:1][C:2]1[CH:3]=[CH:4][C:5]2[O:14][C:13]3[CH:15]=[CH:16][CH:17]=[CH:18][C:12]=3[C:11]3[C:7](=[C:8]([CH2:19][O:20][CH2:24][CH2:25][CH2:26][NH2:27])[S:9][CH:10]=3)[C:6]=2[CH:21]=1. (8) Given the reactants [N+:1]([C:4]1[CH:9]=[CH:8][C:7]([C:10]2[C:18]3[C:13](=[N:14][CH:15]=[N:16][C:17]=3[NH2:19])[NH:12][N:11]=2)=[CH:6][CH:5]=1)([O-:3])=[O:2].C([O-])([O-])=O.[K+].[K+].CS(O[C@@H:31]1[CH2:35][CH2:34][O:33][CH2:32]1)(=O)=O, predict the reaction product. The product is: [O:33]1[CH2:34][CH2:35][C@H:31]([N:12]2[C:13]3=[N:14][CH:15]=[N:16][C:17]([NH2:19])=[C:18]3[C:10]([C:7]3[CH:6]=[CH:5][C:4]([N+:1]([O-:3])=[O:2])=[CH:9][CH:8]=3)=[N:11]2)[CH2:32]1. (9) Given the reactants [CH:1]([C:3]([CH3:5])=[O:4])=[CH2:2].O.[CH:7]([CH:9]1[CH2:14][CH2:13][N:12]([C:15]([O:17][CH2:18][C:19]2[CH:24]=[CH:23][CH:22]=[CH:21][CH:20]=2)=[O:16])[CH2:11][CH2:10]1)=O.[OH-].[K+], predict the reaction product. The product is: [O:4]=[C:3]1[CH2:5][CH2:7][C:9]2([CH2:14][CH2:13][N:12]([C:15]([O:17][CH2:18][C:19]3[CH:20]=[CH:21][CH:22]=[CH:23][CH:24]=3)=[O:16])[CH2:11][CH2:10]2)[CH:2]=[CH:1]1.